From a dataset of Peptide-MHC class II binding affinity with 134,281 pairs from IEDB. Regression. Given a peptide amino acid sequence and an MHC pseudo amino acid sequence, predict their binding affinity value. This is MHC class II binding data. The peptide sequence is PQLTKNAGVLTCSLS. The binding affinity (normalized) is 0.599. The MHC is HLA-DQA10301-DQB10302 with pseudo-sequence HLA-DQA10301-DQB10302.